Dataset: Reaction yield outcomes from USPTO patents with 853,638 reactions. Task: Predict the reaction yield, written as a fraction of the theoretical maximum amount of product (1.0 means a 100% yield; for example, 0.34 means a 34% yield). (1) The reactants are [OH-].[Na+].[F:3][C:4]1[CH:9]=[CH:8][CH:7]=[CH:6][C:5]=1[CH:10]([C:15]([O:17]C)=[O:16])[C:11]([O:13]C)=[O:12].Cl. The catalyst is [Cl-].C[N+](C)(C)C.O. The product is [F:3][C:4]1[CH:9]=[CH:8][CH:7]=[CH:6][C:5]=1[CH:10]([C:11]([OH:13])=[O:12])[C:15]([OH:17])=[O:16]. The yield is 0.940. (2) The yield is 0.614. The reactants are Br[CH2:2][CH2:3][C:4]([CH3:14])([S:10]([CH3:13])(=[O:12])=[O:11])[C:5]([O:7][CH2:8][CH3:9])=[O:6].[C:15]1([C:21]2[CH:26]=[CH:25][N:24]=[C:23]([OH:27])[CH:22]=2)[CH:20]=[CH:19][CH:18]=[CH:17][CH:16]=1.C(=O)([O-])[O-].[Cs+].[Cs+]. The product is [CH3:14][C:4]([S:10]([CH3:13])(=[O:12])=[O:11])([CH2:3][CH2:2][N:24]1[CH:25]=[CH:26][C:21]([C:15]2[CH:16]=[CH:17][CH:18]=[CH:19][CH:20]=2)=[CH:22][C:23]1=[O:27])[C:5]([O:7][CH2:8][CH3:9])=[O:6]. The catalyst is C1COCC1.C(OCC)(=O)C.O.